Dataset: Full USPTO retrosynthesis dataset with 1.9M reactions from patents (1976-2016). Task: Predict the reactants needed to synthesize the given product. (1) Given the product [Br:1][C:2]1[N:3]=[C:4]([CH:7]([OH:8])[C:9]2[C:10]([F:25])=[C:11]([OH:17])[CH:12]=[C:13]([CH2:15][CH3:16])[CH:14]=2)[NH:5][CH:6]=1, predict the reactants needed to synthesize it. The reactants are: [Br:1][C:2]1[N:3]=[C:4]([CH:7]([C:9]2[CH:14]=[C:13]([CH2:15][CH3:16])[CH:12]=[C:11]([O:17][Si](C(C)(C)C)(C)C)[C:10]=2[F:25])[OH:8])[NH:5][CH:6]=1.CCCC[N+](CCCC)(CCCC)CCCC.[F-]. (2) Given the product [CH:19]1([NH:22][C:5](=[O:6])[C:4]2[CH:8]=[C:9]([I:12])[C:10]([CH3:11])=[C:2]([F:1])[CH:3]=2)[CH2:21][CH2:20]1, predict the reactants needed to synthesize it. The reactants are: [F:1][C:2]1[CH:3]=[C:4]([CH:8]=[C:9]([I:12])[C:10]=1[CH3:11])[C:5](Cl)=[O:6].C(=O)([O-])[O-].[Na+].[Na+].[CH:19]1([NH2:22])[CH2:21][CH2:20]1. (3) Given the product [Br:1][C:2]1[CH:7]=[CH:6][C:5]([N:8]2[C:16](=[O:17])[C:15]3[N:14]=[CH:13][N:12]([CH3:18])[C:11]=3[N:10]=[C:9]2[O:29][C:22]2[CH:23]=[CH:24][C:25]([F:28])=[C:26]([F:27])[C:21]=2[F:20])=[CH:4][CH:3]=1, predict the reactants needed to synthesize it. The reactants are: [Br:1][C:2]1[CH:7]=[CH:6][C:5]([N:8]2[C:16](=[O:17])[C:15]3[N:14]=[CH:13][N:12]([CH3:18])[C:11]=3[N:10]=[C:9]2Cl)=[CH:4][CH:3]=1.[F:20][C:21]1[C:26]([F:27])=[C:25]([F:28])[CH:24]=[CH:23][C:22]=1[OH:29].CO.